This data is from Reaction yield outcomes from USPTO patents with 853,638 reactions. The task is: Predict the reaction yield, written as a fraction of the theoretical maximum amount of product (1.0 means a 100% yield; for example, 0.34 means a 34% yield). (1) The reactants are [CH3:1][O:2][C:3](Cl)=[O:4].[NH2:6][C@@H:7]([CH:11]([CH3:13])[CH3:12])[C:8]([OH:10])=[O:9].[OH-].[Na+].C(=O)([O-])[O-].[Na+].[Na+]. The catalyst is O. The product is [CH3:1][O:2][C:3]([NH:6][C@@H:7]([CH:11]([CH3:13])[CH3:12])[C:8]([OH:10])=[O:9])=[O:4]. The yield is 0.930. (2) The reactants are [CH2:1]([O:3][C:4](=[O:12])[C:5]1[CH:10]=[CH:9][C:8](F)=[CH:7][CH:6]=1)[CH3:2].[NH:13]1[CH2:18][CH2:17][CH:16]([OH:19])[CH2:15][CH2:14]1.C(=O)([O-])[O-].[K+].[K+].O. The catalyst is CS(C)=O. The product is [CH2:1]([O:3][C:4](=[O:12])[C:5]1[CH:10]=[CH:9][C:8]([N:13]2[CH2:18][CH2:17][CH:16]([OH:19])[CH2:15][CH2:14]2)=[CH:7][CH:6]=1)[CH3:2]. The yield is 0.640. (3) The reactants are [CH2:1]([C@H:6]1[CH2:8][C@H:7]1[CH2:9][C@@H:10]1[CH2:12][C@@H:11]1[CH2:13][C:14]#[C:15][CH2:16][CH2:17][CH2:18][CH2:19][CH2:20][OH:21])[CH2:2][CH2:3][CH2:4][CH3:5].C([C@@H]1C[C@@H]1C[C@H]1C[C@H]1CO)CCCC. No catalyst specified. The product is [CH2:1]([C@@H:6]1[CH2:8][C@@H:7]1[CH2:9][C@@H:10]1[CH2:12][C@@H:11]1[CH2:13][C:14]#[C:15][CH2:16][CH2:17][CH2:18][CH2:19][CH2:20][OH:21])[CH2:2][CH2:3][CH2:4][CH3:5]. The yield is 0.700. (4) The reactants are [CH2:1]([C:3]1[N:7]([C:8]2[N:16]=[C:15]3[C:11]([N:12]=[C:13]([CH:18]=O)[N:14]3[CH3:17])=[C:10]([N:20]3[CH2:25][CH2:24][O:23][CH2:22][CH2:21]3)[N:9]=2)[C:6]2[CH:26]=[CH:27][CH:28]=[CH:29][C:5]=2[N:4]=1)[CH3:2].[C:30]([N:34]1[CH2:39][CH2:38][NH:37][CH2:36][C:35]1=[O:40])([CH3:33])([CH3:32])[CH3:31].C(O[BH-](OC(=O)C)OC(=O)C)(=O)C.[Na+]. The catalyst is ClCCCl. The product is [C:30]([N:34]1[CH2:39][CH2:38][N:37]([CH2:18][C:13]2[N:14]([CH3:17])[C:15]3[C:11]([N:12]=2)=[C:10]([N:20]2[CH2:21][CH2:22][O:23][CH2:24][CH2:25]2)[N:9]=[C:8]([N:7]2[C:6]4[CH:26]=[CH:27][CH:28]=[CH:29][C:5]=4[N:4]=[C:3]2[CH2:1][CH3:2])[N:16]=3)[CH2:36][C:35]1=[O:40])([CH3:33])([CH3:31])[CH3:32]. The yield is 0.870. (5) The reactants are [Cl:1][C:2]1[CH:7]=[CH:6][CH:5]=[C:4]([I:8])[CH:3]=1.[C:9]([O:12]O)(=[O:11])[CH3:10]. No catalyst specified. The product is [C:9]([O-:12])(=[O:11])[CH3:10].[C:9]([O-:12])(=[O:11])[CH3:10].[Cl:1][C:2]1[CH:3]=[C:4]([I+2:8])[CH:5]=[CH:6][CH:7]=1. The yield is 0.920. (6) The reactants are Br[C:2]1[C:7]([CH3:8])=[CH:6][C:5]([O:9][CH3:10])=[CH:4][C:3]=1[NH2:11].C(N(CC)CC)C.C1(P(C2CCCCC2)C2C=CC=CC=2C2C=CC=CC=2)CCCCC1.[CH3:44][C:45]1([CH3:52])[C:49]([CH3:51])([CH3:50])[O:48][BH:47][O:46]1. The catalyst is O1CCOCC1.CC([O-])=O.CC([O-])=O.[Pd+2]. The product is [CH3:10][O:9][C:5]1[CH:6]=[C:7]([CH3:8])[C:2]([B:47]2[O:48][C:49]([CH3:51])([CH3:50])[C:45]([CH3:52])([CH3:44])[O:46]2)=[C:3]([NH2:11])[CH:4]=1. The yield is 0.980.